Predict the product of the given reaction. From a dataset of Forward reaction prediction with 1.9M reactions from USPTO patents (1976-2016). (1) The product is: [F:19][C:16]([F:17])([F:18])[CH2:15][CH2:14][O:13][CH2:12][C:8]1[N:7]=[C:6]([NH2:5])[CH:11]=[CH:10][CH:9]=1. Given the reactants CC(C)(C)C([NH:5][C:6]1[CH:11]=[CH:10][CH:9]=[C:8]([CH2:12][O:13][CH2:14][CH2:15][C:16]([F:19])([F:18])[F:17])[N:7]=1)=O.[OH-].[Na+], predict the reaction product. (2) Given the reactants Cl.[CH3:2][CH:3]([CH3:11])[CH2:4][CH:5]1[CH2:10][NH:9][CH2:8][CH2:7][NH:6]1.[Cl:12][C:13]1[CH:14]=[CH:15][C:16]2[CH:20]=[C:19]([S:21](Cl)(=[O:23])=[O:22])[S:18][C:17]=2[CH:25]=1.C(N(CC)CC)C, predict the reaction product. The product is: [Cl:12][C:13]1[CH:14]=[CH:15][C:16]2[CH:20]=[C:19]([S:21]([N:9]3[CH2:8][CH2:7][NH:6][CH:5]([CH2:4][CH:3]([CH3:11])[CH3:2])[CH2:10]3)(=[O:23])=[O:22])[S:18][C:17]=2[CH:25]=1. (3) Given the reactants [F:1][C:2]1[CH:7]=[C:6]([F:8])[C:5]([C:9]2[CH:10]=[N:11][CH:12]=[N:13][CH:14]=2)=[CH:4][C:3]=1[C@@:15]([NH:27][S@@](C(C)(C)C)=O)([CH2:17][C@H:18]([C:20]1[N:21]=[C:22]([CH3:26])[O:23][C:24]=1[CH3:25])[OH:19])[CH3:16].Cl.O1CCOCC1.C(O)(C(F)(F)F)=O, predict the reaction product. The product is: [NH2:27][C@@:15]([C:3]1[CH:4]=[C:5]([C:9]2[CH:14]=[N:13][CH:12]=[N:11][CH:10]=2)[C:6]([F:8])=[CH:7][C:2]=1[F:1])([CH3:16])[CH2:17][C@H:18]([C:20]1[N:21]=[C:22]([CH3:26])[O:23][C:24]=1[CH3:25])[OH:19]. (4) Given the reactants [F:1][C:2]([F:13])([F:12])[C:3]1[CH:8]=[CH:7][C:6]([C:9](=[O:11])[CH3:10])=[CH:5][CH:4]=1.[H-].[Na+].[C:16](=O)([O:19]C)[O:17][CH3:18], predict the reaction product. The product is: [O:11]=[C:9]([C:6]1[CH:5]=[CH:4][C:3]([C:2]([F:12])([F:13])[F:1])=[CH:8][CH:7]=1)[CH2:10][C:16]([O:17][CH3:18])=[O:19].